The task is: Predict the product of the given reaction.. This data is from Forward reaction prediction with 1.9M reactions from USPTO patents (1976-2016). (1) The product is: [CH3:32][O:31][C:24]1[N:23]=[C:22]([NH:1][C:2]2[CH:3]=[C:4]3[CH2:11][O:10][CH2:9][CH:8]([CH2:12][NH:13][C:14](=[O:20])[O:15][C:16]([CH3:17])([CH3:19])[CH3:18])[C:5]3=[N:6][CH:7]=2)[C:27]([N+:28]([O-:30])=[O:29])=[CH:26][CH:25]=1. Given the reactants [NH2:1][C:2]1[CH:3]=[C:4]2[CH2:11][O:10][CH2:9][CH:8]([CH2:12][NH:13][C:14](=[O:20])[O:15][C:16]([CH3:19])([CH3:18])[CH3:17])[C:5]2=[N:6][CH:7]=1.Cl[C:22]1[C:27]([N+:28]([O-:30])=[O:29])=[CH:26][CH:25]=[C:24]([O:31][CH3:32])[N:23]=1.C(=O)(O)[O-].[Na+], predict the reaction product. (2) Given the reactants CCN(C(C)C)C(C)C.[F:10][C:11]([F:28])([F:27])[O:12][C:13]1[CH:14]=[CH:15][CH:16]=[C:17]2[C:22]=1[O:21][C:20](=[O:23])[C:19]([C:24]([OH:26])=O)=[CH:18]2.CN(C(ON1N=NC2C=CC=NC1=2)=[N+](C)C)C.F[P-](F)(F)(F)(F)F.[CH3:53][O:54][C:55]1[CH:56]=[C:57]2[C:62](=[CH:63][CH:64]=1)[CH:61]=[C:60]([C:65]1[CH:66]=[C:67]([NH2:71])[CH:68]=[CH:69][CH:70]=1)[CH:59]=[CH:58]2, predict the reaction product. The product is: [CH3:53][O:54][C:55]1[CH:56]=[C:57]2[C:62](=[CH:63][CH:64]=1)[CH:61]=[C:60]([C:65]1[CH:66]=[C:67]([NH:71][C:24]([C:19]3[C:20](=[O:23])[O:21][C:22]4[C:17]([CH:18]=3)=[CH:16][CH:15]=[CH:14][C:13]=4[O:12][C:11]([F:10])([F:28])[F:27])=[O:26])[CH:68]=[CH:69][CH:70]=1)[CH:59]=[CH:58]2. (3) Given the reactants [CH3:1][O:2][C:3]1[N:8]=[C:7]([N:9]2[CH2:13][CH2:12][CH2:11][CH2:10]2)[N:6]=[C:5]([C:14]([O:16]C)=[O:15])[CH:4]=1.[OH-].[Na+].Cl, predict the reaction product. The product is: [CH3:1][O:2][C:3]1[N:8]=[C:7]([N:9]2[CH2:13][CH2:12][CH2:11][CH2:10]2)[N:6]=[C:5]([C:14]([OH:16])=[O:15])[CH:4]=1. (4) The product is: [CH2:19]([C:21]([C:45]1[CH:58]=[CH:57][C:48]([O:49][CH2:50][C@H:51]([OH:62])[CH2:52][CH2:53][C:54]([OH:55])=[O:56])=[C:47]([CH3:59])[CH:46]=1)([C:24]1[CH:29]=[CH:28][C:27]([C:30]2[CH:35]=[CH:34][C:33]([C:36]([OH:38])([CH3:37])[CH3:43])=[CH:32][CH:31]=2)=[C:26]([CH3:44])[CH:25]=1)[CH2:22][CH3:23])[CH3:20]. Given the reactants [F-].C([N+](CCCC)(CCCC)CCCC)CCC.[CH2:19]([C:21]([C:45]1[CH:58]=[CH:57][C:48]([O:49][CH2:50][C@@H:51]2[O:55][C:54](=[O:56])[CH2:53][CH2:52]2)=[C:47]([CH3:59])[CH:46]=1)([C:24]1[CH:29]=[CH:28][C:27]([C:30]2[CH:35]=[CH:34][C:33]([C:36]([CH3:43])([O:38][Si](C)(C)C)[CH3:37])=[CH:32][CH:31]=2)=[C:26]([CH3:44])[CH:25]=1)[CH2:22][CH3:23])[CH3:20].C(OCC)(=[O:62])C, predict the reaction product. (5) Given the reactants Cl[C:2]1[N:10]=[CH:9][N:8]=[C:7]2[C:3]=1[N:4]=[C:5]([C:12]1[CH:13]=[N:14][C:15]([C:18]([F:21])([F:20])[F:19])=[CH:16][CH:17]=1)[N:6]2[CH3:11].[NH2:22][C@H:23]1[CH2:27][CH2:26][N:25]([C:28](=[O:31])[CH2:29][CH3:30])[CH2:24]1.CC(O)(C)C.CCN(C(C)C)C(C)C, predict the reaction product. The product is: [CH3:11][N:6]1[C:5]([C:12]2[CH:13]=[N:14][C:15]([C:18]([F:21])([F:20])[F:19])=[CH:16][CH:17]=2)=[N:4][C:3]2[C:7]1=[N:8][CH:9]=[N:10][C:2]=2[NH:22][C@H:23]1[CH2:27][CH2:26][N:25]([C:28](=[O:31])[CH2:29][CH3:30])[CH2:24]1. (6) Given the reactants [N:1]1([CH2:7][C:8]2[CH:9]=[C:10]([C:14]#[C:15][CH2:16][CH2:17][OH:18])[CH:11]=[CH:12][CH:13]=2)[CH2:6][CH2:5][O:4][CH2:3][CH2:2]1.C(N(CC)CC)C.[CH3:26][S:27](Cl)(=[O:29])=[O:28], predict the reaction product. The product is: [N:1]1([CH2:7][C:8]2[CH:9]=[C:10]([C:14]#[C:15][CH2:16][CH2:17][O:18][S:27]([CH3:26])(=[O:29])=[O:28])[CH:11]=[CH:12][CH:13]=2)[CH2:6][CH2:5][O:4][CH2:3][CH2:2]1.